From a dataset of Full USPTO retrosynthesis dataset with 1.9M reactions from patents (1976-2016). Predict the reactants needed to synthesize the given product. (1) Given the product [ClH:36].[Cl:36][C:7]1[CH:6]=[C:5]([CH:11]([C:13]2[C:14]([S:32]([CH3:35])(=[O:34])=[O:33])=[C:15]([NH:25][C:26]3[CH:31]=[CH:30][CH:29]=[CH:28][CH:27]=3)[CH:16]=[C:17]([N:19]3[CH2:24][CH2:23][NH:22][CH2:21][CH2:20]3)[CH:18]=2)[CH3:12])[CH:4]=[C:3]([O:2][CH3:1])[CH:8]=1, predict the reactants needed to synthesize it. The reactants are: [CH3:1][O:2][C:3]1[CH:4]=[C:5]([CH:11]([C:13]2[C:14]([S:32]([CH3:35])(=[O:34])=[O:33])=[C:15]([NH:25][C:26]3[CH:31]=[CH:30][CH:29]=[CH:28][CH:27]=3)[CH:16]=[C:17]([N:19]3[CH2:24][CH2:23][NH:22][CH2:21][CH2:20]3)[CH:18]=2)[CH3:12])[CH:6]=[C:7](OC)[CH:8]=1.[ClH:36]. (2) Given the product [C:27]([CH2:26][O:25][C:18]1[CH:19]=[CH:20][C:21]2[C@@H:22]3[C@H:13]([C@H:10]4[C@@:8]([CH2:24][CH2:23]3)([CH3:9])[C:7]([C:47]3[CH:48]=[N:49][CH:50]=[C:51]([CH:56]=3)[C:52]([OH:54])=[O:53])=[CH:12][CH2:11]4)[CH2:14][CH2:15][C:16]=2[CH:17]=1)([OH:29])=[O:28], predict the reactants needed to synthesize it. The reactants are: FC(F)(F)S(O[C:7]1[C@:8]2([CH2:24][CH2:23][C@H:22]3[C@@H:13]([CH2:14][CH2:15][C:16]4[CH:17]=[C:18]([O:25][CH2:26][C:27]([O:29]CC5C=CC=CC=5)=[O:28])[CH:19]=[CH:20][C:21]=43)[C@@H:10]2[CH2:11][CH:12]=1)[CH3:9])(=O)=O.CC1(C)C(C)(C)OB([C:47]2[CH:48]=[N:49][CH:50]=[C:51]([CH:56]=2)[C:52]([O:54]C)=[O:53])O1. (3) Given the product [CH2:1]([NH:3][C:4]([NH:6][C:7]1[N:12]=[CH:11][C:10]([C:13]2[S:14][C:15]([C:18]([OH:20])=[O:19])=[CH:16][N:17]=2)=[CH:9][CH:8]=1)=[O:5])[CH3:2], predict the reactants needed to synthesize it. The reactants are: [CH2:1]([NH:3][C:4]([NH:6][C:7]1[N:12]=[CH:11][C:10]([C:13]2[S:14][C:15]([C:18]([O:20]C)=[O:19])=[CH:16][N:17]=2)=[CH:9][CH:8]=1)=[O:5])[CH3:2].[Li+].[OH-]. (4) Given the product [C:8]([O:11][CH2:12][CH2:13][N:14]([C:21]([N:23]1[C:27]2[CH:28]=[CH:29][C:30]([O:47][CH3:48])=[CH:31][C:26]=2[N:25]=[C:24]1[S:34]([CH2:36][C:37]1[C:42]([CH3:43])=[C:41]([O:44][CH3:45])[C:40]([CH3:46])=[CH:39][N:38]=1)=[O:35])=[O:22])[C:15]1[CH:16]=[CH:17][CH:18]=[CH:19][CH:20]=1)(=[O:10])[CH3:9], predict the reactants needed to synthesize it. The reactants are: C(N(CC)CC)C.[C:8]([O:11][CH2:12][CH2:13][N:14]([C:21]([N:23]1[C:27]2[CH:28]=[C:29](OC)[CH:30]=[CH:31][C:26]=2[N:25]=[C:24]1[S:34]([CH2:36][C:37]1[C:42]([CH3:43])=[C:41]([O:44][CH3:45])[C:40]([CH3:46])=[CH:39][N:38]=1)=[O:35])=[O:22])[C:15]1[CH:20]=[CH:19][CH:18]=[CH:17][CH:16]=1)(=[O:10])[CH3:9].[O:47]1CCC[CH2:48]1. (5) Given the product [F:24][C:14]1[CH:13]=[C:12]([C:9]2[CH:10]=[CH:11][C:6]3[N:7]([C:3]([CH2:2][NH:1][C:26]4[C:35]5[C:30](=[CH:31][C:32]([O:36][CH3:37])=[CH:33][N:34]=5)[N:29]=[CH:28][CH:27]=4)=[N:4][N:5]=3)[N:8]=2)[CH:17]=[CH:16][C:15]=1[N:18]1[CH2:22][CH2:21][CH2:20][C:19]1=[O:23], predict the reactants needed to synthesize it. The reactants are: [NH2:1][CH2:2][C:3]1[N:7]2[N:8]=[C:9]([C:12]3[CH:17]=[CH:16][C:15]([N:18]4[CH2:22][CH2:21][CH2:20][C:19]4=[O:23])=[C:14]([F:24])[CH:13]=3)[CH:10]=[CH:11][C:6]2=[N:5][N:4]=1.Cl[C:26]1[CH:27]=[CH:28][N:29]=[C:30]2[C:35]=1[N:34]=[CH:33][C:32]([O:36][CH3:37])=[CH:31]2.CC(O)CC. (6) The reactants are: [NH2:1][C:2]1[C:3]([OH:8])=[N:4][CH:5]=[CH:6][CH:7]=1.[CH2:9]([O:11][C:12]1[C:13](=O)[C:14](=[O:19])[C:15]=1[O:16]CC)[CH3:10]. Given the product [CH2:9]([O:11][C:12]1[C:15](=[O:16])[C:14](=[O:19])[C:13]=1[NH:1][C:2]1[C:3]([OH:8])=[N:4][CH:5]=[CH:6][CH:7]=1)[CH3:10], predict the reactants needed to synthesize it. (7) Given the product [N:1]1([C:11]2[C:12]([C:25]3[CH:30]=[CH:29][CH:28]=[CH:27][CH:26]=3)=[N:13][C:14]3[C:19]([N:20]=2)=[CH:18][C:17]([C:21]([OH:23])=[O:22])=[CH:16][CH:15]=3)[C:10]2[C:5](=[CH:6][CH:7]=[CH:8][CH:9]=2)[CH2:4][CH2:3][CH2:2]1, predict the reactants needed to synthesize it. The reactants are: [N:1]1([C:11]2[C:12]([C:25]3[CH:30]=[CH:29][CH:28]=[CH:27][CH:26]=3)=[N:13][C:14]3[C:19]([N:20]=2)=[CH:18][C:17]([C:21]([O:23]C)=[O:22])=[CH:16][CH:15]=3)[C:10]2[C:5](=[CH:6][CH:7]=[CH:8][CH:9]=2)[CH2:4][CH2:3][CH2:2]1.[OH-].[Na+]. (8) Given the product [C:13]([NH:17][C:18]([CH:20]1[CH2:25][CH2:24][N:23]([CH2:5][C:4]2[CH:3]=[C:2]([Br:1])[CH:9]=[C:8]([NH2:10])[CH:7]=2)[CH2:22][CH2:21]1)=[O:19])([CH3:16])([CH3:14])[CH3:15], predict the reactants needed to synthesize it. The reactants are: [Br:1][C:2]1[CH:3]=[C:4]([CH:7]=[C:8]([N+:10]([O-])=O)[CH:9]=1)[CH:5]=O.[C:13]([NH:17][C:18]([CH:20]1[CH2:25][CH2:24][NH:23][CH2:22][CH2:21]1)=[O:19])([CH3:16])([CH3:15])[CH3:14].